From a dataset of HIV replication inhibition screening data with 41,000+ compounds from the AIDS Antiviral Screen. Binary Classification. Given a drug SMILES string, predict its activity (active/inactive) in a high-throughput screening assay against a specified biological target. (1) The compound is CCCC(=NNC(=S)N1CC2CCC(CC2)C1)c1ccccn1. The result is 0 (inactive). (2) The drug is CC(C)CC(=O)NC(NC(C)C)(C(F)(F)F)C(F)(F)F. The result is 0 (inactive). (3) The drug is CC1(C)CC(=O)C(CC(C(=O)C(=O)Nc2cc(C(F)(F)F)ccc2Cl)C(=O)c2ccco2)C(=O)C1. The result is 0 (inactive). (4) The molecule is CCP1(=O)N(CC(C)(C)C)C(c2ccccc2)CC(c2ccccc2)N1CC(C)(C)C. The result is 0 (inactive). (5) The molecule is CC(C)(C)[Si](C)(C)Oc1cc(CO)cc2c1cc(=N)o[n+]2[O-]. The result is 0 (inactive). (6) The molecule is CCOC1N=C(c2ccccc2)c2cc(Cl)ccc2NC1=O. The result is 0 (inactive). (7) The drug is CCC(NC1=NCCO1)c1cccs1. The result is 0 (inactive).